Binary Classification. Given a miRNA mature sequence and a target amino acid sequence, predict their likelihood of interaction. From a dataset of Experimentally validated miRNA-target interactions with 360,000+ pairs, plus equal number of negative samples. (1) The miRNA is hsa-miR-767-5p with sequence UGCACCAUGGUUGUCUGAGCAUG. The protein sequence of the target gene is MEGEPSQPPNSSWPLSQNGTNTEATPATNLTFSSYYQHTSPVAAMFIVAYALIFLLCMVGNTLVCFIVLKNRHMHTVTNMFILNLAVSDLLVGIFCMPTTLVDNLITGWPFDNATCKMSGLVQGMSVSASVFTLVAIAVERFRCIVHPFREKLTLRKALVTIAVIWALALLIMCPSAVTLTVTREEHHFMVDARNRSYPLYSCWEAWPEKGMRRVYTTVLFSHIYLAPLALIVVMYARIARKLCQAPGPAPGGEEAADPRASRRRARVVHMLVMVALFFTLSWLPLWALLLLIDYGQLSA.... Result: 0 (no interaction). (2) Result: 0 (no interaction). The miRNA is hsa-miR-590-3p with sequence UAAUUUUAUGUAUAAGCUAGU. The protein sequence of the target gene is MSDTSESGAGLTRFQAEASEKDSSSMMQTLLTVTQNVEVPETPKASKALEVSEDVKVSKASGVSKATEVSKTPEAREAPATQASSTTQLTDTQVLAAENKSLAADTKKQNADPQAVTMPATETKKVSHVADTKVNTKAQETEAAPSQAPADEPEPESAAAQSQENQDTRPKVKAKKARKVKHLDGEEDGSSDQSQASGTTGGRRVSKALMASMARRASRGPIAFWARRASRTRLAAWARRALLSLRSPKARRGKARRRAAKLQSSQEPEAPPPRDVALLQGRANDLVKYLLAKDQTKIPI.... (3) The miRNA is hsa-miR-6765-3p with sequence UCACCUGGCUGGCCCGCCCAG. The protein sequence of the target gene is MSVSVHENRKSRASSGSINIYLFHKSSYADSVLTHLNLLRQQRLFTDVLLHAGNRTFPCHRAVLAACSRYFEAMFSGGLKESQDSEVNFDNSIHPEVLELLLDYAYSSRVIINEENAESLLEAGDMLEFQDIRDACAEFLEKNLHPTNCLGMLLLSDAHQCTKLYELSWRMCLSNFQTIRKNEDFLQLPQDMVVQLLSSEELETEDERLVYESAMNWISYDLKKRYCYLPELLQTVRLALLPAIYLMENVAMEELITKQRKSKEIVEEAIRCKLKILQNDGVVTSLCARPRKTGHALFLL.... Result: 0 (no interaction).